From a dataset of Full USPTO retrosynthesis dataset with 1.9M reactions from patents (1976-2016). Predict the reactants needed to synthesize the given product. (1) The reactants are: [NH2:1][C:2]1[S:3][CH:4]=[CH:5][C:6]=1[C:7]([O:9][CH3:10])=[O:8].CO[C:13]([CH3:15])=[CH2:14].C(O)(=O)C.C(O[BH-](OC(=O)C)OC(=O)C)(=O)C.[Na+].[OH-].[Na+]. Given the product [CH:13]([NH:1][C:2]1[S:3][CH:4]=[CH:5][C:6]=1[C:7]([O:9][CH3:10])=[O:8])([CH3:15])[CH3:14], predict the reactants needed to synthesize it. (2) Given the product [Br:1][C:2]1[CH:7]=[CH:6][CH:5]=[C:4]([S:8][CH2:18][CH:17]=[C:16]([CH3:20])[CH3:15])[CH:3]=1, predict the reactants needed to synthesize it. The reactants are: [Br:1][C:2]1[CH:3]=[C:4]([SH:8])[CH:5]=[CH:6][CH:7]=1.C(=O)([O-])[O-].[K+].[K+].[CH3:15][C:16]([CH3:20])=[CH:17][CH2:18]Br.Cl. (3) The reactants are: CS([O:5][CH2:6][CH2:7][CH2:8][C:9]1[CH:14]=[CH:13][C:12]([O:15][CH2:16][C:17]2[CH:22]=[CH:21][CH:20]=[CH:19][CH:18]=2)=[CH:11][CH:10]=1)(=O)=O.C(OC1C=CC(CCCO)=CC=1)C1C=CC=CC=1.[CH3:41][S:42]([N:45]1[CH2:54][CH2:53][C:52]2[C:47](=[CH:48][CH:49]=[C:50](O)[CH:51]=2)[CH2:46]1)(=[O:44])=[O:43]. Given the product [CH2:16]([O:15][C:12]1[CH:11]=[CH:10][C:9]([CH2:8][CH2:7][CH2:6][O:5][C:50]2[CH:51]=[C:52]3[C:47](=[CH:48][CH:49]=2)[CH2:46][N:45]([S:42]([CH3:41])(=[O:43])=[O:44])[CH2:54][CH2:53]3)=[CH:14][CH:13]=1)[C:17]1[CH:18]=[CH:19][CH:20]=[CH:21][CH:22]=1, predict the reactants needed to synthesize it. (4) Given the product [OH:34][CH:33]1[C:24]2[CH:23]=[C:10]3[CH2:11][CH2:12][N:13]([C:16]([O:18][C:19]([CH3:22])([CH3:21])[CH3:20])=[O:17])[CH2:14][CH2:15][C:9]3=[CH:8][C:7]=2[C:5](=[O:6])[N:4]1[CH:2]([CH3:1])[CH3:3], predict the reactants needed to synthesize it. The reactants are: [CH3:1][CH:2]([NH:4][C:5]([C:7]1[CH:24]=[CH:23][C:10]2[CH2:11][CH2:12][N:13]([C:16]([O:18][C:19]([CH3:22])([CH3:21])[CH3:20])=[O:17])[CH2:14][CH2:15][C:9]=2[CH:8]=1)=[O:6])[CH3:3].[Li]C(C)(C)C.CN([CH:33]=[O:34])C.